This data is from Full USPTO retrosynthesis dataset with 1.9M reactions from patents (1976-2016). The task is: Predict the reactants needed to synthesize the given product. (1) Given the product [ClH:22].[NH2:8][CH2:9][C:10]#[C:11][C:12]1[CH:21]=[CH:20][C:15]([C:16]([O:18][CH3:19])=[O:17])=[CH:14][CH:13]=1, predict the reactants needed to synthesize it. The reactants are: C([NH:8][CH2:9][C:10]#[C:11][C:12]1[CH:21]=[CH:20][C:15]([C:16]([O:18][CH3:19])=[O:17])=[CH:14][CH:13]=1)(OC(C)(C)C)=O.[ClH:22].O1CCOCC1. (2) Given the product [F:8][C:4]1[CH:5]=[CH:6][CH:7]=[C:2]([F:1])[C:3]=1[C:9]1[CH:10]=[C:11]2[C:15](=[CH:16][CH:17]=1)[NH:14][CH:13]=[C:12]2[C:28]1[N:33]=[C:32]([O:34][C@@H:35]2[CH2:40][CH2:39][CH2:38][N:37]([C:41]([O:43][C:44]([CH3:47])([CH3:46])[CH3:45])=[O:42])[CH2:36]2)[CH:31]=[N:30][CH:29]=1, predict the reactants needed to synthesize it. The reactants are: [F:1][C:2]1[CH:7]=[CH:6][CH:5]=[C:4]([F:8])[C:3]=1[C:9]1[CH:10]=[C:11]2[C:15](=[CH:16][CH:17]=1)[N:14](S(C1C=CC(C)=CC=1)(=O)=O)[CH:13]=[C:12]2[C:28]1[N:33]=[C:32]([O:34][C@@H:35]2[CH2:40][CH2:39][CH2:38][N:37]([C:41]([O:43][C:44]([CH3:47])([CH3:46])[CH3:45])=[O:42])[CH2:36]2)[CH:31]=[N:30][CH:29]=1.[OH-].[Na+]. (3) Given the product [C:34]([C:33]1[CH:36]=[CH:37][C:30]([C:27]2[N:25]3[CH:26]=[C:21]([C:4]4[CH:12]=[CH:11][C:7]([C:8]([OH:10])=[O:9])=[C:6]([Cl:13])[CH:5]=4)[N:22]=[CH:23][C:24]3=[N:29][CH:28]=2)=[CH:31][CH:32]=1)#[N:35], predict the reactants needed to synthesize it. The reactants are: B([C:4]1[CH:12]=[CH:11][C:7]([C:8]([OH:10])=[O:9])=[C:6]([Cl:13])[CH:5]=1)(O)O.C([O-])([O-])=O.[K+].[K+].Br[C:21]1[N:22]=[CH:23][C:24]2[N:25]([C:27]([C:30]3[CH:37]=[CH:36][C:33]([C:34]#[N:35])=[CH:32][CH:31]=3)=[CH:28][N:29]=2)[CH:26]=1. (4) Given the product [CH3:22][C:23]1[CH:28]=[C:27]([NH:29][C:2]2[C:7]3[N:8]=[C:9]([CH3:11])[S:10][C:6]=3[C:5]([C:17]3[CH:18]=[N:13][CH:14]=[N:15][CH:16]=3)=[CH:4][N:3]=2)[CH:26]=[CH:25][N:24]=1, predict the reactants needed to synthesize it. The reactants are: Cl[C:2]1[C:7]2[N:8]=[C:9]([CH3:11])[S:10][C:6]=2[C:5](I)=[CH:4][N:3]=1.[N:13]1[CH:18]=[C:17](B(O)O)[CH:16]=[N:15][CH:14]=1.[CH3:22][C:23]1[CH:28]=[C:27]([NH2:29])[CH:26]=[CH:25][N:24]=1.